This data is from Full USPTO retrosynthesis dataset with 1.9M reactions from patents (1976-2016). The task is: Predict the reactants needed to synthesize the given product. (1) The reactants are: [C:1]([O:5][C:6]([N:8]1[CH2:42][CH2:41][CH2:40][C:10]2([CH2:15][N:14]([CH2:16][C:17]3[C:22]([O:23][CH3:24])=[CH:21][C:20]([O:25][CH3:26])=[CH:19][C:18]=3[O:27][CH3:28])[C:13](=[O:29])[C:12]3[CH:30]=[C:31]([C:33]4[CH:38]=[CH:37][N:36]=[C:35](Cl)[CH:34]=4)[NH:32][C:11]2=3)[CH2:9]1)=[O:7])([CH3:4])([CH3:3])[CH3:2].[CH3:43][N:44]1[CH2:49][CH2:48][N:47]([C:50]2[CH:55]=[CH:54][C:53](B3OC(C)(C)C(C)(C)O3)=[CH:52][C:51]=2[NH:65][C:66](=[O:69])[CH:67]=[CH2:68])[CH2:46][CH2:45]1.C([O-])([O-])=O.[Na+].[Na+]. Given the product [C:66]([NH:65][C:51]1[CH:52]=[C:53]([C:35]2[CH:34]=[C:33]([C:31]3[NH:32][C:11]4[C:10]5([CH2:40][CH2:41][CH2:42][N:8]([C:6]([O:5][C:1]([CH3:2])([CH3:4])[CH3:3])=[O:7])[CH2:9]5)[CH2:15][N:14]([CH2:16][C:17]5[C:22]([O:23][CH3:24])=[CH:21][C:20]([O:25][CH3:26])=[CH:19][C:18]=5[O:27][CH3:28])[C:13](=[O:29])[C:12]=4[CH:30]=3)[CH:38]=[CH:37][N:36]=2)[CH:54]=[CH:55][C:50]=1[N:47]1[CH2:48][CH2:49][N:44]([CH3:43])[CH2:45][CH2:46]1)(=[O:69])[CH:67]=[CH2:68], predict the reactants needed to synthesize it. (2) Given the product [CH3:11][O:12][C:13]1[CH:14]=[CH:15][C:16]([N:19]2[CH2:24][CH2:23][N:22]([C:25]3[C:26]([CH3:39])=[C:27]([CH3:38])[C:28]4[O:32][C:31]([CH3:33])([CH3:34])[CH2:30][C:29]=4[C:36]=3[CH3:37])[CH2:21][CH2:20]2)=[CH:17][CH:18]=1, predict the reactants needed to synthesize it. The reactants are: [H-].[Al+3].[Li+].[H-].[H-].[H-].[Cl-].[Al+3].[Cl-].[Cl-].[CH3:11][O:12][C:13]1[CH:18]=[CH:17][C:16]([N:19]2[CH2:24][CH2:23][N:22]([C:25]3[C:26]([CH3:39])=[C:27]([CH3:38])[C:28]4[O:32][C:31]([CH3:34])([CH3:33])[C:30](=O)[C:29]=4[C:36]=3[CH3:37])[CH2:21][CH2:20]2)=[CH:15][CH:14]=1.[OH-].[Na+]. (3) Given the product [Br:1][C:2]1[CH:6]=[C:5]([C:7]([OH:9])=[O:8])[O:4][N:3]=1, predict the reactants needed to synthesize it. The reactants are: [Br:1][C:2]1[CH:6]=[C:5]([C:7]([O:9]CC)=[O:8])[O:4][N:3]=1.[OH-].[Na+].Cl. (4) Given the product [CH:2]([C@H:3]1[CH2:4][CH2:5][C@H:6]([N:9]2[C:14](=[O:15])[C:13]([CH2:16][C:17]3[CH:22]=[CH:21][C:20]([C:23]4[C:24]([C:29]#[N:30])=[CH:25][CH:26]=[CH:27][CH:28]=4)=[CH:19][CH:18]=3)=[C:12]([CH2:31][CH2:32][CH3:33])[N:11]3[N:34]=[CH:35][N:36]=[C:10]23)[CH2:7][CH2:8]1)=[O:1], predict the reactants needed to synthesize it. The reactants are: [OH:1][CH2:2][C@H:3]1[CH2:8][CH2:7][C@H:6]([N:9]2[C:14](=[O:15])[C:13]([CH2:16][C:17]3[CH:22]=[CH:21][C:20]([C:23]4[C:24]([C:29]#[N:30])=[CH:25][CH:26]=[CH:27][CH:28]=4)=[CH:19][CH:18]=3)=[C:12]([CH2:31][CH2:32][CH3:33])[N:11]3[N:34]=[CH:35][N:36]=[C:10]23)[CH2:5][CH2:4]1.C(N(CC)CC)C.Cl. (5) Given the product [CH2:19]([O:18][C:16](=[O:17])[CH2:15][CH2:14][CH2:13][NH:9][C:5]1[CH:6]=[CH:7][CH:8]=[C:3]([C:2]([F:10])([F:11])[F:1])[CH:4]=1)[CH3:20], predict the reactants needed to synthesize it. The reactants are: [F:1][C:2]([F:11])([F:10])[C:3]1[CH:4]=[C:5]([NH2:9])[CH:6]=[CH:7][CH:8]=1.Br[CH2:13][CH2:14][CH2:15][C:16]([O:18][CH2:19][CH3:20])=[O:17].C([O-])([O-])=O.[K+].[K+].O. (6) Given the product [Cl:3][C:4]1[CH:5]=[CH:6][C:7]([NH:14][C:15]([C:17]2[CH:22]=[CH:21][CH:20]=[C:19]([C:23]3[CH:28]=[CH:27][N:26]=[CH:25][CH:24]=3)[CH:18]=2)=[O:16])=[C:8]([CH:13]=1)[C:9]([O-:11])=[O:10].[Na+:2], predict the reactants needed to synthesize it. The reactants are: [OH-].[Na+:2].[Cl:3][C:4]1[CH:5]=[CH:6][C:7]([NH:14][C:15]([C:17]2[CH:22]=[CH:21][CH:20]=[C:19]([C:23]3[CH:28]=[CH:27][N:26]=[CH:25][CH:24]=3)[CH:18]=2)=[O:16])=[C:8]([CH:13]=1)[C:9]([O:11]C)=[O:10]. (7) Given the product [CH2:19]([O:25][C:26]1[CH:46]=[CH:45][CH:44]=[CH:43][C:27]=1[O:28][CH2:29][CH2:30][CH2:31][NH:32][C:33]1[C:42]2[C:37](=[CH:38][CH:39]=[CH:40][CH:41]=2)[N:36]=[CH:35][CH:34]=1)[CH2:20][CH2:21][CH2:22][CH2:23][CH3:24], predict the reactants needed to synthesize it. The reactants are: C(OC1C=CC=CC=1OCCCN)CCCCC.[CH2:19]([O:25][C:26]1[CH:46]=[CH:45][CH:44]=[CH:43][C:27]=1[O:28][CH2:29][CH2:30][CH2:31][NH:32][C:33]1[C:42]2[C:37](=[CH:38][CH:39]=[CH:40][CH:41]=2)[N:36]=[CH:35][CH:34]=1)[CH2:20][CH2:21][CH2:22][CH2:23][CH3:24].C(N(CCC)CCC)CC.ClC1C2C(=CC=CC=2)N=CC=1.C1C=C2C(C(O)(O)C(=O)C2=CC=1)=O.